This data is from Catalyst prediction with 721,799 reactions and 888 catalyst types from USPTO. The task is: Predict which catalyst facilitates the given reaction. Reactant: [CH:1]([C@@H:4]1[NH:27][C:26]2[O:28][C:23](=[N:24][N:25]=2)[CH2:22][CH2:21][CH2:20][CH2:19][C:18]2[CH:29]=[C:30]3[C:15](=[CH:16][CH:17]=2)[C:14]([CH:31]=[CH2:32])=[CH:13][N:12]=[C:11]3[O:10][C@H:9]2[CH2:33][N:6]([C@H:7]([C:34]([O:36][CH3:37])=[O:35])[CH2:8]2)[C:5]1=[O:38])([CH3:3])[CH3:2]. Product: [CH2:31]([C:14]1[C:15]2[C:30]3=[CH:29][C:18]([CH2:19][CH2:20][CH2:21][CH2:22][C:23]4[O:28][C:26]([NH:27][C@@H:4]([CH:1]([CH3:3])[CH3:2])[C:5](=[O:38])[N:6]5[CH2:33][C@H:9]([O:10][C:11]3=[N:12][CH:13]=1)[CH2:8][C@H:7]5[C:34]([O:36][CH3:37])=[O:35])=[N:25][N:24]=4)=[CH:17][CH:16]=2)[CH3:32]. The catalyst class is: 45.